This data is from Reaction yield outcomes from USPTO patents with 853,638 reactions. The task is: Predict the reaction yield, written as a fraction of the theoretical maximum amount of product (1.0 means a 100% yield; for example, 0.34 means a 34% yield). (1) The reactants are [N+:1]([C:4]1[CH:9]=[CH:8][C:7]([CH2:10][CH2:11][S:12]([OH:15])(=[O:14])=O)=[CH:6][CH:5]=1)([O-:3])=[O:2].S(Cl)(Cl)=O.[NH:20]1[CH2:25][CH2:24][O:23][CH2:22][CH2:21]1. The catalyst is O.C([O-])(O)=O.[Na+]. The product is [N+:1]([C:4]1[CH:5]=[CH:6][C:7]([CH2:10][CH2:11][S:12]([N:20]2[CH2:25][CH2:24][O:23][CH2:22][CH2:21]2)(=[O:14])=[O:15])=[CH:8][CH:9]=1)([O-:3])=[O:2]. The yield is 0.520. (2) The reactants are [C:1]([O:4][C:5]1[CH:13]=[CH:12][C:11]([Cl:14])=[CH:10][C:6]=1[C:7]([OH:9])=O)(=[O:3])[CH3:2].[NH2:15][C:16]1[CH:17]=[C:18]([CH:22]=[CH:23][CH:24]=1)[C:19]([NH2:21])=[O:20]. No catalyst specified. The product is [C:1]([O:4][C:5]1[CH:13]=[CH:12][C:11]([Cl:14])=[CH:10][C:6]=1[C:7]([NH:15][C:16]1[CH:24]=[CH:23][CH:22]=[C:18]([C:19](=[O:20])[NH2:21])[CH:17]=1)=[O:9])(=[O:3])[CH3:2]. The yield is 0.158. (3) The reactants are O[Li].O.[Br:4][C:5]1[CH:6]=[CH:7][C:8]2[N:9]([CH2:19][CH:20]3[O:24]C(=O)[N:22]([C:26]4[CH:31]=[CH:30][CH:29]=[CH:28][N:27]=4)[CH2:21]3)[C:10]3[C:15]([C:16]=2[CH:17]=1)=[CH:14][C:13]([Br:18])=[CH:12][CH:11]=3.O. The catalyst is C1COCC1. The product is [Br:18][C:13]1[CH:12]=[CH:11][C:10]2[N:9]([CH2:19][CH:20]([OH:24])[CH2:21][NH:22][C:26]3[CH:31]=[CH:30][CH:29]=[CH:28][N:27]=3)[C:8]3[C:16]([C:15]=2[CH:14]=1)=[CH:17][C:5]([Br:4])=[CH:6][CH:7]=3. The yield is 0.410. (4) The reactants are [C:1]([O:5][C:6]([N:8]1[C:16]2[C:11](=[CH:12][C:13]([C:17](C)(C)[O:18][SiH2]C(C)(C)C)=[CH:14][CH:15]=2)[CH:10]=[C:9]1[C:26]1[C:27]2[S:40][C:39]([CH2:41][N:42]3[CH2:47][CH2:46][CH2:45][CH2:44][CH2:43]3)=[CH:38][C:28]=2[N:29]([C:31]([O:33][C:34]([CH3:37])([CH3:36])[CH3:35])=[O:32])[N:30]=1)=[O:7])([CH3:4])([CH3:3])[CH3:2].CCCC[N+](CCCC)(CCCC)CCCC.[F-]. The catalyst is O1CCCC1.C(OCC)(=O)C. The product is [C:1]([O:5][C:6]([N:8]1[C:16]2[C:11](=[CH:12][C:13]([CH2:17][OH:18])=[CH:14][CH:15]=2)[CH:10]=[C:9]1[C:26]1[C:27]2[S:40][C:39]([CH2:41][N:42]3[CH2:43][CH2:44][CH2:45][CH2:46][CH2:47]3)=[CH:38][C:28]=2[N:29]([C:31]([O:33][C:34]([CH3:37])([CH3:36])[CH3:35])=[O:32])[N:30]=1)=[O:7])([CH3:2])([CH3:3])[CH3:4]. The yield is 0.700. (5) The reactants are [OH:1][C:2]1[CH:7]=[CH:6][C:5]([CH2:8][C:9]([O:11][CH3:12])=[O:10])=[CH:4][C:3]=1[N+:13]([O-])=O. The catalyst is CO.C1COCC1.[Pd]. The product is [NH2:13][C:3]1[CH:4]=[C:5]([CH2:8][C:9]([O:11][CH3:12])=[O:10])[CH:6]=[CH:7][C:2]=1[OH:1]. The yield is 0.650. (6) The reactants are [CH:1]1([C:7]([NH2:9])=[O:8])[CH2:6][CH2:5][CH2:4][CH2:3][CH2:2]1.Br[C:11]1[CH:12]=[N:13][CH:14]=[N:15][CH:16]=1.[O-]P([O-])([O-])=O.[K+].[K+].[K+].CNCCNC. The catalyst is [Cu]I.O1CCOCC1. The product is [N:13]1[CH:12]=[C:11]([NH:9][C:7]([CH:1]2[CH2:6][CH2:5][CH2:4][CH2:3][CH2:2]2)=[O:8])[CH:16]=[N:15][CH:14]=1. The yield is 0.750. (7) The reactants are C[O:2][C:3](=O)[CH2:4][N:5]([CH3:19])[CH:6]1[CH2:11][CH2:10][N:9]([C:12]([O:14][C:15]([CH3:18])([CH3:17])[CH3:16])=[O:13])[CH2:8][CH2:7]1.[H-].[H-].[H-].[H-].[Li+].[Al+3].O.[OH-].[Na+].O. The catalyst is C1COCC1. The product is [OH:2][CH2:3][CH2:4][N:5]([CH3:19])[CH:6]1[CH2:11][CH2:10][N:9]([C:12]([O:14][C:15]([CH3:17])([CH3:16])[CH3:18])=[O:13])[CH2:8][CH2:7]1. The yield is 0.870. (8) The reactants are CN(C(ON1N=NC2C=CC=NC1=2)=[N+](C)C)C.F[P-](F)(F)(F)(F)F.[Si:25]([O:32][CH2:33][C@H:34]([CH3:56])[O:35][C:36]1[CH:37]=[C:38]([CH:42]=[C:43]([O:45][C:46]2[CH:51]=[CH:50][C:49]([S:52]([CH3:55])(=[O:54])=[O:53])=[CH:48][CH:47]=2)[CH:44]=1)[C:39](O)=[O:40])([C:28]([CH3:31])([CH3:30])[CH3:29])([CH3:27])[CH3:26].[NH2:57][C:58]1[S:59][CH:60]=[CH:61][N:62]=1. The catalyst is CN(C=O)C. The product is [Si:25]([O:32][CH2:33][C@H:34]([CH3:56])[O:35][C:36]1[CH:37]=[C:38]([CH:42]=[C:43]([O:45][C:46]2[CH:47]=[CH:48][C:49]([S:52]([CH3:55])(=[O:53])=[O:54])=[CH:50][CH:51]=2)[CH:44]=1)[C:39]([NH:57][C:58]1[S:59][CH:60]=[CH:61][N:62]=1)=[O:40])([C:28]([CH3:31])([CH3:29])[CH3:30])([CH3:26])[CH3:27]. The yield is 0.700.